Dataset: Forward reaction prediction with 1.9M reactions from USPTO patents (1976-2016). Task: Predict the product of the given reaction. (1) Given the reactants [Cl:1][C:2]1[CH:3]=[C:4]([CH:20]=[C:21]([Cl:23])[CH:22]=1)[CH2:5][C:6]1[C:7]([CH3:19])=[N:8][C:9]2[N:10]([N:13]=[CH:14][C:15]=2[C:16]([OH:18])=O)[C:11]=1[CH3:12].[CH3:24][O:25][CH2:26][CH2:27][NH2:28], predict the reaction product. The product is: [Cl:1][C:2]1[CH:3]=[C:4]([CH:20]=[C:21]([Cl:23])[CH:22]=1)[CH2:5][C:6]1[C:7]([CH3:19])=[N:8][C:9]2[N:10]([N:13]=[CH:14][C:15]=2[C:16]([NH:28][CH2:27][CH2:26][O:25][CH3:24])=[O:18])[C:11]=1[CH3:12]. (2) Given the reactants [CH3:1][N:2]([CH2:30][C:31]1[CH:40]=[CH:39][C:34]([C:35]([O:37]C)=[O:36])=[CH:33][CH:32]=1)[CH2:3][CH2:4][CH2:5][N:6]([CH3:29])[CH2:7][C:8](=[O:28])[NH:9][C:10]1[CH:15]=[CH:14][C:13]([O:16][C:17]2[CH:22]=[CH:21][C:20]([C:23]3[O:24][CH:25]=[CH:26][N:27]=3)=[CH:19][CH:18]=2)=[CH:12][CH:11]=1.[OH-].[Li+], predict the reaction product. The product is: [CH3:1][N:2]([CH2:30][C:31]1[CH:32]=[CH:33][C:34]([C:35]([OH:37])=[O:36])=[CH:39][CH:40]=1)[CH2:3][CH2:4][CH2:5][N:6]([CH3:29])[CH2:7][C:8](=[O:28])[NH:9][C:10]1[CH:11]=[CH:12][C:13]([O:16][C:17]2[CH:22]=[CH:21][C:20]([C:23]3[O:24][CH:25]=[CH:26][N:27]=3)=[CH:19][CH:18]=2)=[CH:14][CH:15]=1.